This data is from Forward reaction prediction with 1.9M reactions from USPTO patents (1976-2016). The task is: Predict the product of the given reaction. (1) Given the reactants [CH3:1][C:2](=[O:8])[CH2:3][CH2:4][C:5](=[O:7])[CH3:6].[CH2:9](O)[CH2:10][OH:11].C1(C)C=CC(S(O)(=O)=O)=CC=1, predict the reaction product. The product is: [CH3:6][C:5]1([CH2:4][CH2:3][C:2](=[O:8])[CH3:1])[O:11][CH2:10][CH2:9][O:7]1. (2) Given the reactants [C:1]1([C:7]([SH:20])([C:14]2[CH:19]=[CH:18][CH:17]=[CH:16][CH:15]=2)[C:8]2[CH:13]=[CH:12][CH:11]=[CH:10][CH:9]=2)[CH:6]=[CH:5][CH:4]=[CH:3][CH:2]=1.[N:21](OC(C)(C)C)=[O:22], predict the reaction product. The product is: [N:21]([S:20][C:7]([C:8]1[CH:13]=[CH:12][CH:11]=[CH:10][CH:9]=1)([C:14]1[CH:15]=[CH:16][CH:17]=[CH:18][CH:19]=1)[C:1]1[CH:6]=[CH:5][CH:4]=[CH:3][CH:2]=1)=[O:22]. (3) Given the reactants [CH3:1][CH:2]1[C:6]([Si:7]([N-:10][C:11]2[CH:16]=[CH:15][CH:14]=[CH:13][C:12]=2[O:17][CH3:18])([CH3:9])[CH3:8])=[C:5](C)[C:4]([CH3:20])=[C:3]1[CH3:21].[Li+:22].[Li+].[CH3:24][CH:25]1[C:29]([Si:30]([N-:33][C:34]2[CH:39]=[CH:38][CH:37]=[CH:36][C:35]=2[O:40][CH3:41])([CH3:32])[CH3:31])=[C:28](C)[C:27]([CH3:43])=[C:26]1[CH3:44], predict the reaction product. The product is: [CH3:20][C:4]1[C:3]([CH3:21])=[C:2]([CH3:1])[C:6]([Si:7]([N-:10][C:11]2[CH:16]=[CH:15][CH:14]=[CH:13][C:12]=2[O:17][CH3:18])([CH3:8])[CH3:9])([CH3:24])[CH:5]=1.[Li+:22].[Li+:22].[CH3:43][C:27]1[C:26]([CH3:44])=[C:25]([CH3:24])[C:29]([Si:30]([N-:33][C:34]2[CH:39]=[CH:38][CH:37]=[CH:36][C:35]=2[O:40][CH3:41])([CH3:31])[CH3:32])([CH3:1])[CH:28]=1.